This data is from Catalyst prediction with 721,799 reactions and 888 catalyst types from USPTO. The task is: Predict which catalyst facilitates the given reaction. (1) Reactant: [Cl:1][C:2]1[N:3]=[C:4]([CH:24]=[O:25])[N:5]([C:17]2[CH:22]=[CH:21][C:20]([F:23])=[CH:19][CH:18]=2)[C:6]=1[C:7]1[C:12]([F:13])=[CH:11][C:10]([O:14][CH3:15])=[CH:9][C:8]=1[F:16].[BH4-].[Na+].O. Product: [Cl:1][C:2]1[N:3]=[C:4]([CH2:24][OH:25])[N:5]([C:17]2[CH:22]=[CH:21][C:20]([F:23])=[CH:19][CH:18]=2)[C:6]=1[C:7]1[C:12]([F:13])=[CH:11][C:10]([O:14][CH3:15])=[CH:9][C:8]=1[F:16]. The catalyst class is: 5. (2) Reactant: [H-].[Na+].[CH3:3][N:4]([CH3:19])[S:5]([N:8]1[CH:12]=[CH:11][N:10]=[C:9]1[N:13]1[CH2:18][CH2:17][NH:16][CH2:15][CH2:14]1)(=[O:7])=[O:6].I[CH2:21][CH3:22].O. Product: [CH2:21]([N:16]1[CH2:17][CH2:18][N:13]([C:9]2[N:8]([S:5]([N:4]([CH3:19])[CH3:3])(=[O:7])=[O:6])[CH:12]=[CH:11][N:10]=2)[CH2:14][CH2:15]1)[CH3:22]. The catalyst class is: 3. (3) Reactant: O1CCOCC1.C(OC([N:14]1[CH2:19][CH2:18][CH2:17][CH2:16][CH:15]1[C:20]1([OH:46])[CH2:23][N:22]([C:24]([C:26]2[C:27]([NH:37][C:38]3[CH:43]=[CH:42][C:41]([I:44])=[CH:40][C:39]=3[F:45])=[C:28]([F:36])[C:29](=[O:35])[N:30]3[C:34]=2[CH2:33][CH2:32][CH2:31]3)=[O:25])[CH2:21]1)=O)(C)(C)C.[ClH:47]. Product: [ClH:47].[F:36][C:28]1[C:29](=[O:35])[N:30]2[C:34](=[C:26]([C:24]([N:22]3[CH2:21][C:20]([OH:46])([CH:15]4[CH2:16][CH2:17][CH2:18][CH2:19][NH:14]4)[CH2:23]3)=[O:25])[C:27]=1[NH:37][C:38]1[CH:43]=[CH:42][C:41]([I:44])=[CH:40][C:39]=1[F:45])[CH2:33][CH2:32][CH2:31]2. The catalyst class is: 5. (4) Reactant: [Cl:1][C:2]1[CH:9]=[CH:8][C:5]([NH:6][OH:7])=[CH:4][CH:3]=1.[N:10]([C:13]1[N:18]=[C:17]([O:19][CH2:20][C:21]([F:24])([F:23])[F:22])[CH:16]=[C:15]([O:25][CH2:26][C:27]([F:30])([F:29])[F:28])[N:14]=1)=[C:11]=[O:12]. Product: [F:24][C:21]([F:22])([F:23])[CH2:20][O:19][C:17]1[CH:16]=[C:15]([O:25][CH2:26][C:27]([F:28])([F:29])[F:30])[N:14]=[C:13]([NH:10][C:11](=[O:12])[N:6]([C:5]2[CH:8]=[CH:9][C:2]([Cl:1])=[CH:3][CH:4]=2)[OH:7])[N:18]=1. The catalyst class is: 1. (5) Reactant: Cl.[NH2:2][CH:3]([CH2:29][C:30]1[CH:35]=[CH:34][C:33]([F:36])=[CH:32][CH:31]=1)[C:4]([N:6]1[CH2:11][CH2:10][N:9]([CH:12]([CH2:16][C:17]2[CH:26]=[CH:25][C:24]3[C:19](=[CH:20][CH:21]=[CH:22][CH:23]=3)[CH:18]=2)[C:13]([NH2:15])=[O:14])[CH2:8][CH:7]1[CH2:27][CH3:28])=[O:5].[NH2:37][C:38]([CH3:43])([CH3:42])[C:39](O)=[O:40].ON1C2C=CC=CC=2N=N1.CN1CCOCC1. Product: [NH2:37][C:38]([CH3:43])([CH3:42])[C:39]([NH:2][CH:3]([CH2:29][C:30]1[CH:35]=[CH:34][C:33]([F:36])=[CH:32][CH:31]=1)[C:4]([N:6]1[CH2:11][CH2:10][N:9]([CH:12]([CH2:16][C:17]2[CH:26]=[CH:25][C:24]3[C:19](=[CH:20][CH:21]=[CH:22][CH:23]=3)[CH:18]=2)[C:13]([NH2:15])=[O:14])[CH2:8][CH:7]1[CH2:27][CH3:28])=[O:5])=[O:40]. The catalyst class is: 303. (6) Reactant: [F:1][C:2]1[CH:7]=[CH:6][C:5]([NH:8][C:9]([C:11]2[CH:16]=[CH:15][C:14]([Cl:17])=[CH:13][N:12]=2)=[O:10])=[CH:4][C:3]=1[C:18]12[CH2:25][CH:24]1[CH2:23][O:22][CH2:21][C:20](=S)[NH:19]2.[NH3:27].C(OO)(C)(C)C. Product: [NH2:27][C:20]1[CH2:21][O:22][CH2:23][CH:24]2[C:18]([C:3]3[CH:4]=[C:5]([NH:8][C:9]([C:11]4[CH:16]=[CH:15][C:14]([Cl:17])=[CH:13][N:12]=4)=[O:10])[CH:6]=[CH:7][C:2]=3[F:1])([CH2:25]2)[N:19]=1. The catalyst class is: 5. (7) Reactant: [Cl:1][C:2]1[C:3]([O:25][CH2:26][CH2:27][O:28][CH3:29])=[CH:4][C:5]2[CH:14]([CH3:15])[CH:13]([CH2:16][CH3:17])[N:12]3[C:7](=[CH:8][C:9](=[O:23])[C:10]([C:18]([O:20]CC)=[O:19])=[CH:11]3)[C:6]=2[CH:24]=1.O[Li].O.Cl. Product: [Cl:1][C:2]1[C:3]([O:25][CH2:26][CH2:27][O:28][CH3:29])=[CH:4][C:5]2[CH:14]([CH3:15])[CH:13]([CH2:16][CH3:17])[N:12]3[C:7](=[CH:8][C:9](=[O:23])[C:10]([C:18]([OH:20])=[O:19])=[CH:11]3)[C:6]=2[CH:24]=1. The catalyst class is: 24.